This data is from Full USPTO retrosynthesis dataset with 1.9M reactions from patents (1976-2016). The task is: Predict the reactants needed to synthesize the given product. (1) Given the product [C:1]([C:3]1[CH:8]=[CH:7][C:6]([C:9]2[N:13]3[CH:14]=[C:15]([C:18]4[CH:19]=[CH:20][C:21]([C:54]([N:41]5[CH2:36][CH2:37][N:42]([C:64]([O:66][C:67]([CH3:70])([CH3:69])[CH3:68])=[O:65])[CH2:39][CH2:40]5)=[O:55])=[CH:25][CH:26]=4)[CH:16]=[CH:17][C:12]3=[N:11][CH:10]=2)=[CH:5][CH:4]=1)#[N:2], predict the reactants needed to synthesize it. The reactants are: [C:1]([C:3]1[CH:8]=[CH:7][C:6]([C:9]2[N:13]3[CH:14]=[C:15]([C:18]4[CH:26]=[CH:25][C:21](C(O)=O)=[CH:20][CH:19]=4)[CH:16]=[CH:17][C:12]3=[N:11][CH:10]=2)=[CH:5][CH:4]=1)#[N:2].CN(C(ON1N=[N:42][C:37]2C=[CH:39][CH:40]=[N:41][C:36]1=2)=[N+](C)C)C.F[P-](F)(F)(F)(F)F.CN1CC[O:55][CH2:54]C1.N1CCC([C:64]([O:66][C:67]([CH3:70])([CH3:69])[CH3:68])=[O:65])CC1. (2) Given the product [CH:36]([OH:32])([C:11]1[CH:6]=[CH:7][CH:8]=[CH:9][CH:10]=1)[C:35]1[CH:24]=[CH:19][CH:20]=[CH:33][CH:34]=1, predict the reactants needed to synthesize it. The reactants are: [Mg].II.CO[C:6]1[CH:7]=[C:8](Br)[CH:9]=[C:10](OC)[C:11]=1OC.CO[C:19]1[CH:24]=CN2C(C=O)=CN=C2[CH:20]=1.[NH4+].[Cl-].[O:32]1[CH2:36][CH2:35][CH2:34][CH2:33]1. (3) Given the product [Cl:14][C:15]1[CH:20]=[C:19]([Cl:21])[CH:18]=[CH:17][C:16]=1[O:1][CH2:2][C:3]1[CH:10]=[C:9]([CH3:11])[C:6]([CH:7]=[O:8])=[C:5]([CH3:12])[C:4]=1[CH3:13], predict the reactants needed to synthesize it. The reactants are: [OH:1][CH2:2][C:3]1[CH:10]=[C:9]([CH3:11])[C:6]([CH:7]=[O:8])=[C:5]([CH3:12])[C:4]=1[CH3:13].[Cl:14][C:15]1[CH:20]=[C:19]([Cl:21])[CH:18]=[CH:17][C:16]=1O.C1(P(C2C=CC=CC=2)C2C=CC=CC=2)C=CC=CC=1.N(C(OCC)=O)=NC(OCC)=O. (4) Given the product [F:1][C:2]1[CH:3]=[C:4]([CH:7]=[CH:8][C:9]=1[S:12]([CH3:11])(=[O:14])=[O:13])[CH:5]=[O:6], predict the reactants needed to synthesize it. The reactants are: [F:1][C:2]1[CH:3]=[C:4]([CH:7]=[CH:8][C:9]=1F)[CH:5]=[O:6].[CH3:11][S:12]([O-:14])=[O:13].[Na+]. (5) Given the product [C:15]1([C@@H:14]2[O:13][C:12]3([CH2:24][CH2:23][CH2:22][CH2:21]3)[O:11][C@H:10]2[CH2:9][CH2:8][OH:7])[CH:16]=[CH:17][CH:18]=[CH:19][CH:20]=1, predict the reactants needed to synthesize it. The reactants are: C([O:7][CH2:8][CH2:9][C@H:10]1[C@H:14]([C:15]2[CH:20]=[CH:19][CH:18]=[CH:17][CH:16]=2)[O:13][C:12]2([CH2:24][CH2:23][CH2:22][CH2:21]2)[O:11]1)(=O)C(C)(C)C.C(OCC[C@H]1[C@H](C2C=CC=CC=2)OC(CC)(CC)O1)(=O)C(C)(C)C. (6) Given the product [CH3:29][C:27]1[NH:26][N:25]=[C:24]([NH:23][C:15]2[N:14]=[C:13]([O:1][C:2]3[CH:3]=[CH:4][C:5]([NH:8][C:9](=[O:11])[CH3:10])=[CH:6][CH:7]=3)[C:22]3[C:17]([CH:16]=2)=[CH:18][CH:19]=[CH:20][CH:21]=3)[CH:28]=1, predict the reactants needed to synthesize it. The reactants are: [OH:1][C:2]1[CH:7]=[CH:6][C:5]([NH:8][C:9](=[O:11])[CH3:10])=[CH:4][CH:3]=1.Cl[C:13]1[C:22]2[C:17](=[CH:18][CH:19]=[CH:20][CH:21]=2)[CH:16]=[C:15]([NH:23][C:24]2[CH:28]=[C:27]([CH3:29])[NH:26][N:25]=2)[N:14]=1. (7) Given the product [CH2:31]([O:30][C:20]1[CH:19]=[C:18]([O:17][CH2:16][CH2:15][CH2:14][C:13]2[C:9]([OH:8])=[N:10][N:11]([C:33]3[CH:38]=[CH:37][C:36]([C:39]([F:41])([F:42])[F:40])=[CH:35][N:34]=3)[CH:12]=2)[CH:23]=[CH:22][C:21]=1[CH2:24][CH2:25][C:26]([O:28][CH3:29])=[O:27])[CH3:32], predict the reactants needed to synthesize it. The reactants are: C([O:8][C:9]1[C:13]([CH2:14][CH2:15][CH2:16][O:17][C:18]2[CH:23]=[CH:22][C:21]([CH2:24][CH2:25][C:26]([O:28][CH3:29])=[O:27])=[C:20]([O:30][CH2:31][CH3:32])[CH:19]=2)=[CH:12][N:11]([C:33]2[CH:38]=[CH:37][C:36]([C:39]([F:42])([F:41])[F:40])=[CH:35][N:34]=2)[N:10]=1)C1C=CC=CC=1.